This data is from Full USPTO retrosynthesis dataset with 1.9M reactions from patents (1976-2016). The task is: Predict the reactants needed to synthesize the given product. (1) Given the product [O:6]1[CH2:10][CH2:9][CH2:8][C@H:7]1[CH2:11][O:12][S:1]([CH3:4])(=[O:3])=[O:2], predict the reactants needed to synthesize it. The reactants are: [S:1](Cl)([CH3:4])(=[O:3])=[O:2].[O:6]1[CH2:10][CH2:9][CH2:8][C@H:7]1[CH2:11][OH:12]. (2) Given the product [C:18]([C:20](=[CH:16][C:13]1[CH:14]=[C:15]2[C:10](=[CH:11][CH:12]=1)[NH:9][N:8]=[C:7]2[C:3]1[CH:2]=[N:1][CH:6]=[CH:5][CH:4]=1)[C:21]([NH2:23])=[O:22])#[N:19], predict the reactants needed to synthesize it. The reactants are: [N:1]1[CH:6]=[CH:5][CH:4]=[C:3]([C:7]2[C:15]3[C:10](=[CH:11][CH:12]=[C:13]([CH:16]=O)[CH:14]=3)[NH:9][N:8]=2)[CH:2]=1.[C:18]([CH2:20][C:21]([NH:23]C)=[O:22])#[N:19].C1CCN2C(=NCCC2)CC1. (3) Given the product [O:31]=[C:29]1[NH:28][C:27](=[O:32])[CH:26]([CH2:25][C:24]2[CH:33]=[CH:34][C:21]([O:20][CH2:19][C:17]3[N:16]([CH3:35])[C:15]4[CH:36]=[C:11]([O:10][CH2:9][CH2:8][C:5]5[CH:6]=[CH:7][C:2]([NH:1][C:46]([NH:45][C:42]6[CH:41]=[CH:40][C:39]([C:38]([F:37])([F:48])[F:49])=[CH:44][CH:43]=6)=[O:47])=[CH:3][CH:4]=5)[CH:12]=[CH:13][C:14]=4[N:18]=3)=[CH:22][CH:23]=2)[S:30]1, predict the reactants needed to synthesize it. The reactants are: [NH2:1][C:2]1[CH:7]=[CH:6][C:5]([CH2:8][CH2:9][O:10][C:11]2[CH:12]=[CH:13][C:14]3[N:18]=[C:17]([CH2:19][O:20][C:21]4[CH:34]=[CH:33][C:24]([CH2:25][CH:26]5[S:30][C:29](=[O:31])[NH:28][C:27]5=[O:32])=[CH:23][CH:22]=4)[N:16]([CH3:35])[C:15]=3[CH:36]=2)=[CH:4][CH:3]=1.[F:37][C:38]([F:49])([F:48])[C:39]1[CH:44]=[CH:43][C:42]([N:45]=[C:46]=[O:47])=[CH:41][CH:40]=1.